From a dataset of Forward reaction prediction with 1.9M reactions from USPTO patents (1976-2016). Predict the product of the given reaction. (1) The product is: [CH:1]1([NH:7][C:8]([C:10]2([CH2:17][OH:18])[CH2:15][CH2:14][CH2:13][NH:12][C:11]2=[O:16])=[O:9])[CH2:2][CH2:3][CH2:4][CH2:5][CH2:6]1. Given the reactants [CH:1]1([NH:7][C:8]([CH:10]2[CH2:15][CH2:14][CH2:13][NH:12][C:11]2=[O:16])=[O:9])[CH2:6][CH2:5][CH2:4][CH2:3][CH2:2]1.[CH2:17]=[O:18], predict the reaction product. (2) Given the reactants Cl.[N:2]1[CH:7]=[CH:6][C:5]([CH2:8][NH:9][C:10]2[CH:31]=[CH:30][CH:29]=[CH:28][C:11]=2[C:12]([NH:14][C:15]2[CH:20]=[CH:19][C:18](/[CH:21]=[CH:22]\[CH3:23])=[C:17]([C:24]([F:27])([F:26])[F:25])[CH:16]=2)=[O:13])=[CH:4][CH:3]=1.[H][H], predict the reaction product. The product is: [N:2]1[CH:7]=[CH:6][C:5]([CH2:8][NH:9][C:10]2[CH:31]=[CH:30][CH:29]=[CH:28][C:11]=2[C:12]([NH:14][C:15]2[CH:20]=[CH:19][C:18]([CH2:21][CH2:22][CH3:23])=[C:17]([C:24]([F:25])([F:26])[F:27])[CH:16]=2)=[O:13])=[CH:4][CH:3]=1. (3) Given the reactants O=[C:2]([CH2:13][C:14]1[CH:19]=[CH:18][CH:17]=[CH:16][CH:15]=1)[C@@H:3]([NH:5][C:6](=[O:12])[O:7][C:8]([CH3:11])([CH3:10])[CH3:9])[CH3:4].[F:20][C:21]1[CH:22]=[C:23]2[C:27](=[CH:28][CH:29]=1)[NH:26][C:25](=[O:30])[C:24]2=O.[OH-:32].[K+].O, predict the reaction product. The product is: [C:8]([O:7][C:6]([NH:5][CH:3]([C:2]1[C:13]([C:14]2[CH:19]=[CH:18][CH:17]=[CH:16][CH:15]=2)=[C:24]([C:25]([OH:30])=[O:32])[C:23]2[C:27](=[CH:28][CH:29]=[C:21]([F:20])[CH:22]=2)[N:26]=1)[CH3:4])=[O:12])([CH3:11])([CH3:10])[CH3:9]. (4) Given the reactants [C:1]([O:4][CH2:5][CH2:6][O:7][CH:8]([O:41][CH2:42][CH2:43][O:44][C:45](=[O:47])[CH3:46])[O:9][C@@H:10]1[C@H:14]([O:15][Si](C(C)(C)C)(C)C)[C@@H:13]([CH:23](I)O)[O:12][C@H:11]1[N:26]1[C:40]2[N:39]=[CH:38][N:37]=[C:30]([NH:31][C:32](=[O:36])[CH:33]([CH3:35])[CH3:34])[C:29]=2[N:28]=[CH:27]1)(=[O:3])[CH3:2].CCN(C(C)C)C(C)C.CCCC[N+](CCCC)(CCCC)CCCC.[F-], predict the reaction product. The product is: [C:45]([O:44][CH2:43][CH2:42][O:41][CH:8]([O:7][CH2:6][CH2:5][O:4][C:1](=[O:3])[CH3:2])[O:9][C@@H:10]1[C@H:14]([OH:15])[C@@H:13]([CH3:23])[O:12][C@H:11]1[N:26]1[C:40]2[N:39]=[CH:38][N:37]=[C:30]([NH:31][C:32](=[O:36])[CH:33]([CH3:35])[CH3:34])[C:29]=2[N:28]=[CH:27]1)(=[O:47])[CH3:46]. (5) Given the reactants [F-].C([N+](CCCC)(CCCC)CCCC)CCC.[Si]([O:26][CH2:27][C:28]1([CH2:58][O:59][Si](C(C)(C)C)(C)C)[O:32][N:31]=[C:30]([C:33]2[CH:38]=[CH:37][C:36]([C:39]3[CH:44]=[CH:43][C:42]([N:45]4[CH2:49][C@H:48]([CH2:50][N:51]5[CH:55]=[CH:54][N:53]=[N:52]5)[O:47][C:46]4=[O:56])=[CH:41][C:40]=3[F:57])=[CH:35][CH:34]=2)[CH2:29]1)(C(C)(C)C)(C)C.O, predict the reaction product. The product is: [OH:59][CH2:58][C:28]1([CH2:27][OH:26])[O:32][N:31]=[C:30]([C:33]2[CH:38]=[CH:37][C:36]([C:39]3[CH:44]=[CH:43][C:42]([N:45]4[CH2:49][C@H:48]([CH2:50][N:51]5[CH:55]=[CH:54][N:53]=[N:52]5)[O:47][C:46]4=[O:56])=[CH:41][C:40]=3[F:57])=[CH:35][CH:34]=2)[CH2:29]1. (6) Given the reactants [Cl:1][C:2]1[CH:3]=[CH:4][C:5]([CH:13]([CH3:15])[CH3:14])=[C:6]([CH:8]=[N:9][CH:10]2[CH2:12][CH2:11]2)[CH:7]=1, predict the reaction product. The product is: [Cl:1][C:2]1[CH:3]=[CH:4][C:5]([CH:13]([CH3:15])[CH3:14])=[C:6]([CH:7]=1)[CH2:8][NH:9][CH:10]1[CH2:12][CH2:11]1. (7) Given the reactants [CH2:1]([N:8]1[CH2:17][C:16]2[N:15]=[CH:14][N:13]=[C:12](O)[C:11]=2[CH2:10][CH2:9]1)[C:2]1[CH:7]=[CH:6][CH:5]=[CH:4][CH:3]=1.O=P(Cl)(Cl)[Cl:21], predict the reaction product. The product is: [CH2:1]([N:8]1[CH2:17][C:16]2[N:15]=[CH:14][N:13]=[C:12]([Cl:21])[C:11]=2[CH2:10][CH2:9]1)[C:2]1[CH:7]=[CH:6][CH:5]=[CH:4][CH:3]=1. (8) Given the reactants [Cl:1][C:2]1[CH:3]=[C:4]2[C:9](=[CH:10][C:11]=1[C:12]([N:14]1[CH2:18][CH2:17][CH2:16][CH2:15]1)=[O:13])[N:8]=[CH:7][N:6]=[C:5]2[NH:19][CH:20]([C:26]1[N:30](C(OC(C)(C)C)=O)[C:29]2[CH:38]=[CH:39][C:40]([Cl:42])=[CH:41][C:28]=2[N:27]=1)[CH2:21][CH2:22][C:23](O)=[O:24].[CH3:43][N:44]([CH3:50])[C:45](=[O:49])[CH2:46][NH:47][CH3:48].CN(C(ON1N=NC2C=CC=CC1=2)=[N+](C)C)C.[B-](F)(F)(F)F.FC(F)(F)C(O)=O, predict the reaction product. The product is: [Cl:1][C:2]1[CH:3]=[C:4]2[C:9](=[CH:10][C:11]=1[C:12]([N:14]1[CH2:15][CH2:16][CH2:17][CH2:18]1)=[O:13])[N:8]=[CH:7][N:6]=[C:5]2[NH:19][CH:20]([C:26]1[NH:30][C:29]2[CH:38]=[CH:39][C:40]([Cl:42])=[CH:41][C:28]=2[N:27]=1)[CH2:21][CH2:22][C:23]([N:47]([CH2:46][C:45]([N:44]([CH3:50])[CH3:43])=[O:49])[CH3:48])=[O:24].